From a dataset of Catalyst prediction with 721,799 reactions and 888 catalyst types from USPTO. Predict which catalyst facilitates the given reaction. (1) Reactant: [I:1][C:2]1[C:10]2[C:5](=[CH:6][CH:7]=[CH:8][C:9]=2[N+:11]([O-])=O)[N:4]([CH2:14][C:15]2[S:19][C:18]([CH3:20])=[N:17][CH:16]=2)[N:3]=1.[Cl-].[NH4+]. Product: [I:1][C:2]1[C:10]2[C:9]([NH2:11])=[CH:8][CH:7]=[CH:6][C:5]=2[N:4]([CH2:14][C:15]2[S:19][C:18]([CH3:20])=[N:17][CH:16]=2)[N:3]=1. The catalyst class is: 314. (2) Reactant: O[CH2:2][C:3]1[CH:4]=[C:5]([CH:10]=[C:11]([CH3:13])[CH:12]=1)[C:6]([O:8][CH3:9])=[O:7].[CH2:14]([N:16]([CH2:19]C)CC)[CH3:15].CS(Cl)(=O)=[O:23]. Product: [OH:23][CH2:15][CH2:14][N:16]([CH2:2][C:3]1[CH:4]=[C:5]([CH:10]=[C:11]([CH3:13])[CH:12]=1)[C:6]([O:8][CH3:9])=[O:7])[CH3:19]. The catalyst class is: 2. (3) Reactant: [Cl:1][C:2]1[CH:10]=[CH:9][C:5]([C:6](Cl)=[O:7])=[CH:4][CH:3]=1.[CH3:11][O:12][C:13]1[CH:18]=[CH:17][CH:16]=[C:15]([O:19][CH3:20])[CH:14]=1.[Al+3].[Cl-].[Cl-].[Cl-].C([O-])(O)=O.[Na+]. Product: [Cl:1][C:2]1[CH:10]=[CH:9][C:5]([C:6]([C:16]2[CH:17]=[CH:18][C:13]([O:12][CH3:11])=[CH:14][C:15]=2[O:19][CH3:20])=[O:7])=[CH:4][CH:3]=1. The catalyst class is: 2. (4) Reactant: [CH3:1][C@@H:2]1[NH:8][CH2:7][C:6]2[CH:9]=[CH:10][C:11]([C:13]([O:15][CH3:16])=[O:14])=[CH:12][C:5]=2[O:4][CH2:3]1.CCN(CC)CC.[CH3:24][O:25][C:26]1[CH:31]=[CH:30][C:29]([S:32](Cl)(=[O:34])=[O:33])=[CH:28][CH:27]=1. Product: [CH3:24][O:25][C:26]1[CH:27]=[CH:28][C:29]([S:32]([N:8]2[CH2:7][C:6]3[CH:9]=[CH:10][C:11]([C:13]([O:15][CH3:16])=[O:14])=[CH:12][C:5]=3[O:4][CH2:3][C@@H:2]2[CH3:1])(=[O:34])=[O:33])=[CH:30][CH:31]=1. The catalyst class is: 172. (5) Reactant: [OH:1][C:2]1[CH:3]=[C:4]([C:10](=[O:12])[CH3:11])[CH:5]=[C:6]([O:8][CH3:9])[CH:7]=1.Br[CH2:14][CH:15]1[CH2:20][CH2:19][CH2:18][CH2:17][CH2:16]1.[H-].[Na+]. Product: [CH:15]1([CH2:14][O:1][C:2]2[CH:3]=[C:4]([C:10](=[O:12])[CH3:11])[CH:5]=[C:6]([O:8][CH3:9])[CH:7]=2)[CH2:20][CH2:19][CH2:18][CH2:17][CH2:16]1. The catalyst class is: 499. (6) Reactant: [Cl:1][C:2]1[CH:7]=[C:6]([O:8][C:9]2[C:18]3[C:13](=[CH:14][C:15]([O:21][CH3:22])=[C:16]([O:19][CH3:20])[CH:17]=3)[N:12]=[CH:11][CH:10]=2)[CH:5]=[CH:4][C:3]=1[NH:23][C:24]([NH:26][C:27]1[CH:31]=[C:30]([CH3:32])[O:29][N:28]=1)=[O:25].CO.[S:35](=[O:39])(=[O:38])([OH:37])[OH:36]. Product: [S:35]([OH:39])([OH:38])(=[O:37])=[O:36].[Cl:1][C:2]1[CH:7]=[C:6]([O:8][C:9]2[C:18]3[C:13](=[CH:14][C:15]([O:21][CH3:22])=[C:16]([O:19][CH3:20])[CH:17]=3)[N:12]=[CH:11][CH:10]=2)[CH:5]=[CH:4][C:3]=1[NH:23][C:24]([NH:26][C:27]1[CH:31]=[C:30]([CH3:32])[O:29][N:28]=1)=[O:25]. The catalyst class is: 9. (7) The catalyst class is: 11. Reactant: [Cl:1][C:2]1[CH:7]=[CH:6][N:5]=[C:4]([C:8]([NH:10][CH3:11])=[O:9])[CH:3]=1.C(O)C.C(Cl)(=O)C. Product: [ClH:1].[Cl:1][C:2]1[CH:7]=[CH:6][N:5]=[C:4]([C:8]([NH:10][CH3:11])=[O:9])[CH:3]=1. (8) Reactant: [CH3:1][O:2][C:3]1[CH:8]=[CH:7][C:6](B2OC(C)(C)C(C)(C)O2)=[C:5]([CH3:18])[CH:4]=1.Br[C:20]1[C:21]([CH3:27])=[N:22][CH:23]=[N:24][C:25]=1[CH3:26].P([O-])([O-])([O-])=O.[K+].[K+].[K+]. Product: [CH3:1][O:2][C:3]1[CH:8]=[CH:7][C:6]([C:20]2[C:21]([CH3:27])=[N:22][CH:23]=[N:24][C:25]=2[CH3:26])=[C:5]([CH3:18])[CH:4]=1. The catalyst class is: 38.